Dataset: Forward reaction prediction with 1.9M reactions from USPTO patents (1976-2016). Task: Predict the product of the given reaction. (1) Given the reactants [CH:1]([C:4]1[CH:11]=[CH:10][C:7]([CH:8]=O)=[CH:6][CH:5]=1)([CH3:3])[CH3:2].[NH2:12][C:13]1[S:14][C:15]([S:18]([C:21]2[CH:26]=[CH:25][C:24]([N+:27]([O-:29])=[O:28])=[CH:23][CH:22]=2)(=[O:20])=[O:19])=[CH:16][N:17]=1.C([O:32][C:33](=O)[C:34]([OH:46])=[CH:35][C:36](=[O:45])[CH2:37][CH2:38][C:39]1[CH:44]=[CH:43][CH:42]=[CH:41][CH:40]=1)C, predict the reaction product. The product is: [OH:46][C:34]1[C:33](=[O:32])[N:12]([C:13]2[S:14][C:15]([S:18]([C:21]3[CH:22]=[CH:23][C:24]([N+:27]([O-:29])=[O:28])=[CH:25][CH:26]=3)(=[O:19])=[O:20])=[CH:16][N:17]=2)[CH:8]([C:7]2[CH:10]=[CH:11][C:4]([CH:1]([CH3:3])[CH3:2])=[CH:5][CH:6]=2)[C:35]=1[C:36](=[O:45])[CH2:37][CH2:38][C:39]1[CH:44]=[CH:43][CH:42]=[CH:41][CH:40]=1. (2) Given the reactants Br[C:2]1[CH:3]=[C:4](CN)[CH:5]=[CH:6][CH:7]=1.[CH:10]([C:12]1[CH:17]=[CH:16][C:15](B(O)O)=[CH:14][CH:13]=1)=[O:11].O.C(OCC)(=O)C.[CH3:28][N:29](C)C=O, predict the reaction product. The product is: [CH3:28][NH:29][C:4]1[CH:5]=[C:6]([C:15]2[CH:16]=[CH:17][C:12]([CH:10]=[O:11])=[CH:13][CH:14]=2)[CH:7]=[CH:2][CH:3]=1. (3) Given the reactants [C:1]([O:5][C:6]([N:8]1[CH2:13][CH2:12][CH:11]([C:14]([OH:16])=O)[CH2:10][CH2:9]1)=[O:7])([CH3:4])([CH3:3])[CH3:2].Cl.[CH3:18][NH:19][O:20][CH3:21].Cl.CN(C)CCCN=C=NCC.C(N(CC)C(C)C)(C)C, predict the reaction product. The product is: [CH3:21][O:20][N:19]([CH3:18])[C:14]([CH:11]1[CH2:10][CH2:9][N:8]([C:6]([O:5][C:1]([CH3:2])([CH3:3])[CH3:4])=[O:7])[CH2:13][CH2:12]1)=[O:16]. (4) Given the reactants [Cl:1][C:2]1[CH:7]=[CH:6][C:5]([NH:8][C:9](=[O:23])[NH:10][CH:11]([CH2:16][C:17]2[CH:22]=[CH:21][CH:20]=[CH:19][CH:18]=2)[C:12]([O:14]C)=[O:13])=[CH:4][CH:3]=1.[OH-].[Na+].C1COCC1, predict the reaction product. The product is: [Cl:1][C:2]1[CH:3]=[CH:4][C:5]([NH:8][C:9](=[O:23])[NH:10][CH:11]([CH2:16][C:17]2[CH:22]=[CH:21][CH:20]=[CH:19][CH:18]=2)[C:12]([OH:14])=[O:13])=[CH:6][CH:7]=1. (5) Given the reactants [Li+].[CH3:2][Si:3]([N-][Si:3]([CH3:5])([CH3:4])[CH3:2])([CH3:5])[CH3:4].[Cl:11][C:12]1[CH:19]=[CH:18][C:17]([F:20])=[CH:16][C:13]=1[CH:14]=O.C[Si](Cl)(C)C.[CH2:26]([N:28](CC)CC)[CH3:27].C(Cl)(=[O:35])C, predict the reaction product. The product is: [Cl:11][C:12]1[CH:19]=[CH:18][C:17]([F:20])=[CH:16][C:13]=1[CH:14]=[N:28][C:26]([O:35][Si:3]([CH3:5])([CH3:4])[CH3:2])=[CH2:27]. (6) Given the reactants [Br:1][C:2]1[CH:7]=[CH:6][C:5]([C@@H:8]([NH2:10])[CH3:9])=[CH:4][CH:3]=1.C([O-])([O-])=O.[K+].[K+].Cl[CH2:18][C:19]([C:21]1[CH:26]=[CH:25][C:24]([F:27])=[CH:23][CH:22]=1)=[O:20], predict the reaction product. The product is: [Br:1][C:2]1[CH:7]=[CH:6][C:5]([C@@H:8]([NH:10][CH2:18][C:19]([C:21]2[CH:26]=[CH:25][C:24]([F:27])=[CH:23][CH:22]=2)=[O:20])[CH3:9])=[CH:4][CH:3]=1. (7) The product is: [C:1]([O:5][C:6]([N:8]1[CH2:14][CH2:13][CH2:12][N:11]([C:15]2[N:19]([CH2:20][CH2:21][N:46]3[CH:50]=[N:49][N:48]=[N:47]3)[C:18]3[CH:23]=[CH:24][CH:25]=[CH:26][C:17]=3[N:16]=2)[CH2:10][CH2:9]1)=[O:7])([CH3:4])([CH3:2])[CH3:3]. Given the reactants [C:1]([O:5][C:6]([N:8]1[CH2:14][CH2:13][CH2:12][N:11]([C:15]2[N:19]([CH2:20][CH2:21]O)[C:18]3[CH:23]=[CH:24][CH:25]=[CH:26][C:17]=3[N:16]=2)[CH2:10][CH2:9]1)=[O:7])([CH3:4])([CH3:3])[CH3:2].C1(P(C2C=CC=CC=2)C2C=CC=CC=2)C=CC=CC=1.[NH:46]1[CH:50]=[N:49][N:48]=[N:47]1.CCOC(/N=N/C(OCC)=O)=O, predict the reaction product.